From a dataset of Catalyst prediction with 721,799 reactions and 888 catalyst types from USPTO. Predict which catalyst facilitates the given reaction. (1) Product: [Cl:18][C:6]1[CH:5]=[C:4]([CH:9]=[CH:8][C:7]=1[NH:10][C:11]1[CH:12]=[N:13][C:14]([CH3:17])=[CH:15][CH:16]=1)[C:3]([OH:19])=[O:2]. Reactant: C[O:2][C:3](=[O:19])[C:4]1[CH:9]=[CH:8][C:7]([NH:10][C:11]2[CH:12]=[N:13][C:14]([CH3:17])=[CH:15][CH:16]=2)=[C:6]([Cl:18])[CH:5]=1.[OH-].[Na+]. The catalyst class is: 5. (2) Reactant: [CH3:1][O:2][C:3]1[CH:4]=[C:5]2[C:9](=[CH:10][CH:11]=1)[N:8]([C:12]1[CH:17]=[CH:16][CH:15]=[CH:14][CH:13]=1)[C:7]([C:18]([OH:20])=O)=[CH:6]2.Cl.CN(C)CCCN=C=NCC.O.ON1C2C=CC=CC=2N=N1.[Cl:44][C:45]1[CH:46]=[C:47]([N:51]2[CH2:56][CH2:55][NH:54][CH2:53][CH2:52]2)[CH:48]=[CH:49][CH:50]=1. Product: [Cl:44][C:45]1[CH:46]=[C:47]([N:51]2[CH2:56][CH2:55][N:54]([C:18]([C:7]3[N:8]([C:12]4[CH:17]=[CH:16][CH:15]=[CH:14][CH:13]=4)[C:9]4[C:5]([CH:6]=3)=[CH:4][C:3]([O:2][CH3:1])=[CH:11][CH:10]=4)=[O:20])[CH2:53][CH2:52]2)[CH:48]=[CH:49][CH:50]=1. The catalyst class is: 4. (3) Reactant: [CH:1]1([CH2:4][N:5]([C@@H:13]2[CH2:15][C@H:14]2[C:16]2[CH:21]=[CH:20][CH:19]=[C:18]([C:22](=[O:32])[NH:23][CH:24]3[CH2:29][CH2:28][C:27]([F:31])([F:30])[CH2:26][CH2:25]3)[CH:17]=2)C(=O)OC(C)(C)C)[CH2:3][CH2:2]1.[ClH:33].C(OCC)(=O)C. Product: [ClH:33].[CH:1]1([CH2:4][NH:5][C@@H:13]2[CH2:15][C@H:14]2[C:16]2[CH:17]=[C:18]([CH:19]=[CH:20][CH:21]=2)[C:22]([NH:23][CH:24]2[CH2:29][CH2:28][C:27]([F:31])([F:30])[CH2:26][CH2:25]2)=[O:32])[CH2:3][CH2:2]1. The catalyst class is: 36.